This data is from Reaction yield outcomes from USPTO patents with 853,638 reactions. The task is: Predict the reaction yield, written as a fraction of the theoretical maximum amount of product (1.0 means a 100% yield; for example, 0.34 means a 34% yield). (1) The reactants are [Br:1][C:2]1[S:3][C:4]([C:8]([OH:10])=O)=[C:5]([CH3:7])[N:6]=1.CN1CCOCC1.ClC(OCC(C)C)=O.[N:26]1[CH:31]=[CH:30][CH:29]=[C:28]([CH2:32][NH2:33])[CH:27]=1. The catalyst is ClCCl.C(OCC)(=O)C. The product is [Br:1][C:2]1[S:3][C:4]([C:8]([NH:33][CH2:32][C:28]2[CH:27]=[N:26][CH:31]=[CH:30][CH:29]=2)=[O:10])=[C:5]([CH3:7])[N:6]=1. The yield is 0.560. (2) The reactants are [CH3:1][O:2][CH:3]1[O:9][C@H:8]([CH2:10]O)[C@@H:6]([OH:7])[C@H:4]1[OH:5].C(N(CC)CC)C.S(Cl)([Cl:21])=O. The catalyst is C(#N)C. The product is [CH3:1][O:2][CH:3]1[O:9][C@H:8]([CH2:10][Cl:21])[C@@H:6]([OH:7])[C@H:4]1[OH:5]. The yield is 0.830. (3) The reactants are [Br:1][C:2]1[C:7](F)=[CH:6][CH:5]=[CH:4][C:3]=1[C:9]([F:12])([F:11])[F:10].CS(C[CH2:18][OH:19])(=O)=O.[H-].[Na+].[CH3:22][O:23]CCl. The catalyst is CN(C)C=O.C(OCC)(=O)C.O. The product is [Br:1][C:2]1[C:3]([C:9]([F:12])([F:11])[F:10])=[CH:4][CH:5]=[CH:6][C:7]=1[O:23][CH2:22][O:19][CH3:18]. The yield is 0.700. (4) The reactants are C([O:8][C:9](=[O:35])[CH2:10][N:11]([C:28]([O:30][C:31]([CH3:34])([CH3:33])[CH3:32])=[O:29])[CH2:12][CH2:13][CH2:14][CH2:15][CH2:16][O:17][C:18]1[CH:27]=[CH:26][C:21]([C:22]([O:24][CH3:25])=[O:23])=[CH:20][CH:19]=1)C1C=CC=CC=1. The catalyst is [Pd].C(O)C. The product is [C:31]([O:30][C:28]([N:11]([CH2:12][CH2:13][CH2:14][CH2:15][CH2:16][O:17][C:18]1[CH:19]=[CH:20][C:21]([C:22]([O:24][CH3:25])=[O:23])=[CH:26][CH:27]=1)[CH2:10][C:9]([OH:35])=[O:8])=[O:29])([CH3:34])([CH3:33])[CH3:32]. The yield is 0.980. (5) The reactants are [N+:1]([C:4]1[CH:5]=[C:6]([NH:13][C:14]2[CH:19]=[CH:18][C:17]([Br:20])=[CH:16][CH:15]=2)[CH:7]=[C:8]([N+:10]([O-])=O)[CH:9]=1)([O-])=O.[In].[Cl-].[NH4+]. The catalyst is C(O)C. The product is [NH2:1][C:4]1[CH:5]=[C:6]([NH:13][C:14]2[CH:19]=[CH:18][C:17]([Br:20])=[CH:16][CH:15]=2)[CH:7]=[C:8]([NH2:10])[CH:9]=1. The yield is 0.930. (6) The reactants are [CH3:1][NH:2][CH2:3][C:4]1[C:8]2[CH:9]=[CH:10][CH:11]=[CH:12][C:7]=2[O:6][C:5]=1[CH3:13].[CH3:14][C:15]1([CH3:31])[O:20][C:19]2[CH:21]=[C:22]([CH:25]=[CH:26][C:27]([OH:29])=O)[CH:23]=[N:24][C:18]=2[NH:17][C:16]1=[O:30]. The yield is 0.810. No catalyst specified. The product is [CH3:31][C:15]1([CH3:14])[O:20][C:19]2[CH:21]=[C:22](/[CH:25]=[CH:26]/[C:27]([N:2]([CH3:1])[CH2:3][C:4]3[C:8]4[CH:9]=[CH:10][CH:11]=[CH:12][C:7]=4[O:6][C:5]=3[CH3:13])=[O:29])[CH:23]=[N:24][C:18]=2[NH:17][C:16]1=[O:30]. (7) The reactants are [NH2:1][C:2]1[N:7]=[CH:6][N:5]=[C:4]2[N:8]([CH:12]([C:15]3[O:16][C:17]4[C:22]([C:23](=[O:32])[C:24]=3[C:25]3[CH:30]=[CH:29][CH:28]=[C:27]([F:31])[CH:26]=3)=[CH:21][CH:20]=[CH:19][CH:18]=4)[CH2:13][CH3:14])[N:9]=[C:10](I)[C:3]=12.C([N:40]1[C:48]2[C:43](=[CH:44][CH:45]=[C:46](B3OC(C)(C)C(C)(C)O3)[CH:47]=2)[C:42]([CH3:58])=[N:41]1)(OC(C)(C)C)=O.C(=O)([O-])[O-].[Na+].[Na+].ClCCl. The catalyst is CN(C=O)C.C(O)C.O. The product is [NH2:1][C:2]1[N:7]=[CH:6][N:5]=[C:4]2[N:8]([CH:12]([C:15]3[O:16][C:17]4[C:22]([C:23](=[O:32])[C:24]=3[C:25]3[CH:30]=[CH:29][CH:28]=[C:27]([F:31])[CH:26]=3)=[CH:21][CH:20]=[CH:19][CH:18]=4)[CH2:13][CH3:14])[N:9]=[C:10]([C:46]3[CH:47]=[C:48]4[C:43]([C:42]([CH3:58])=[N:41][NH:40]4)=[CH:44][CH:45]=3)[C:3]=12. The yield is 0.0600. (8) The reactants are CC1(C)C(C)(C)OB([C:9]2[CH2:14][CH2:13][N:12]([C:15]([O:17][C:18]([CH3:21])([CH3:20])[CH3:19])=[O:16])[CH2:11][CH:10]=2)O1.Br[C:24]1[CH:30]=[CH:29][C:27]([NH2:28])=[C:26]([F:31])[CH:25]=1.C(Cl)Cl.C([O-])([O-])=O.[K+].[K+]. The catalyst is O1CCOCC1.O.C1C=CC(P(C2C=CC=CC=2)[C-]2C=CC=C2)=CC=1.C1C=CC(P(C2C=CC=CC=2)[C-]2C=CC=C2)=CC=1.Cl[Pd]Cl.[Fe+2]. The product is [NH2:28][C:27]1[CH:29]=[CH:30][C:24]([C:9]2[CH2:14][CH2:13][N:12]([C:15]([O:17][C:18]([CH3:19])([CH3:20])[CH3:21])=[O:16])[CH2:11][CH:10]=2)=[CH:25][C:26]=1[F:31]. The yield is 1.00. (9) The reactants are [CH2:1]([N:3]([CH2:16][CH2:17][NH:18][C:19]([C:21]1[CH:30]=[N:29][C:28]2[C:23](=[CH:24][CH:25]=[C:26]([I:31])[CH:27]=2)[N:22]=1)=[O:20])[CH2:4][CH2:5][NH:6][C:7]([C:9]1[CH:14]=[CH:13][N:12]=[C:11]([F:15])[CH:10]=1)=[O:8])[CH3:2].[ClH:32].Cl.C(N(CCNC(C1C=NC2C(=CC=C(I)C=2)N=1)=O)CCOC1C(F)=NC=CC=1)C. No catalyst specified. The product is [ClH:32].[ClH:32].[CH2:1]([N:3]([CH2:16][CH2:17][NH:18][C:19]([C:21]1[CH:30]=[N:29][C:28]2[C:23](=[CH:24][CH:25]=[C:26]([I:31])[CH:27]=2)[N:22]=1)=[O:20])[CH2:4][CH2:5][NH:6][C:7]([C:9]1[CH:14]=[CH:13][N:12]=[C:11]([F:15])[CH:10]=1)=[O:8])[CH3:2]. The yield is 0.840.